Dataset: Full USPTO retrosynthesis dataset with 1.9M reactions from patents (1976-2016). Task: Predict the reactants needed to synthesize the given product. (1) Given the product [Br:1][C:2]1[CH:3]=[C:4]([CH:5]=[CH:6][CH:7]=1)[CH2:8][CH2:9][NH:10][C:21](=[O:22])[C:20]([F:31])([F:30])[F:19], predict the reactants needed to synthesize it. The reactants are: [Br:1][C:2]1[CH:3]=[C:4]([CH2:8][CH2:9][NH2:10])[CH:5]=[CH:6][CH:7]=1.N1C(C)=CC=CC=1C.[F:19][C:20]([F:31])([F:30])[C:21](O[C:21](=[O:22])[C:20]([F:31])([F:30])[F:19])=[O:22].O. (2) Given the product [CH3:51][O:52][C:53](=[O:57])[CH:54]([NH:55][C:15](=[O:17])[C@@H:14]([C:10]1[CH:11]=[CH:12][CH:13]=[C:8]([C:6]([C:2]2[O:1][CH:5]=[CH:4][CH:3]=2)=[O:7])[CH:9]=1)[CH3:18])[CH3:56], predict the reactants needed to synthesize it. The reactants are: [O:1]1[CH:5]=[CH:4][CH:3]=[C:2]1[C:6]([C:8]1[CH:9]=[C:10]([C@@H:14]([CH3:18])[C:15]([OH:17])=O)[CH:11]=[CH:12][CH:13]=1)=[O:7].O1CCOCC1.C1CCC(N=C=NC2CCCCC2)CC1.C1C=CC2N(O)N=NC=2C=1.Cl.[CH3:51][O:52][C:53](=[O:57])[CH:54]([CH3:56])[NH2:55]. (3) Given the product [F:35][CH:20]([CH2:19][OH:18])[CH2:21][N:22]1[C:31]2[C:26](=[CH:27][CH:28]=[C:29]([O:32][CH3:33])[CH:30]=2)[N:25]=[CH:24][C:23]1=[O:34], predict the reactants needed to synthesize it. The reactants are: [Si]([O:18][CH2:19][CH:20]([F:35])[CH2:21][N:22]1[C:31]2[C:26](=[CH:27][CH:28]=[C:29]([O:32][CH3:33])[CH:30]=2)[N:25]=[CH:24][C:23]1=[O:34])(C(C)(C)C)(C1C=CC=CC=1)C1C=CC=CC=1.[F-].C([N+](CCCC)(CCCC)CCCC)CCC.O.C(=O)(O)[O-].[Na+]. (4) Given the product [OH:25][CH2:24][CH2:23][CH2:22][CH2:21][CH2:20][NH:19][C:2]1[CH:17]=[CH:16][CH:15]=[C:14]2[C:3]=1[C:4](=[O:18])[C:5]1[C:13]3[C:12]2=[N:11][NH:10][C:9]=3[CH:8]=[CH:7][CH:6]=1, predict the reactants needed to synthesize it. The reactants are: Cl[C:2]1[CH:17]=[CH:16][CH:15]=[C:14]2[C:3]=1[C:4](=[O:18])[C:5]1[C:13]3[C:12]2=[N:11][NH:10][C:9]=3[CH:8]=[CH:7][CH:6]=1.[NH2:19][CH2:20][CH2:21][CH2:22][CH2:23][CH2:24][OH:25].